From a dataset of Peptide-MHC class II binding affinity with 134,281 pairs from IEDB. Regression. Given a peptide amino acid sequence and an MHC pseudo amino acid sequence, predict their binding affinity value. This is MHC class II binding data. (1) The peptide sequence is SGAGWSGMAEATSLD. The MHC is HLA-DPA10301-DPB10402 with pseudo-sequence HLA-DPA10301-DPB10402. The binding affinity (normalized) is 0.0301. (2) The peptide sequence is PNLYNIRNLHIPEVC. The binding affinity (normalized) is 0.538. The MHC is DRB1_1302 with pseudo-sequence DRB1_1302.